Task: Predict which catalyst facilitates the given reaction.. Dataset: Catalyst prediction with 721,799 reactions and 888 catalyst types from USPTO (1) Reactant: [C:1]1([C:11]2[CH:16]=[CH:15][CH:14]=[CH:13][CH:12]=2)[CH:6]=[CH:5][C:4]([CH2:7][C:8]([OH:10])=O)=[CH:3][CH:2]=1.[CH3:17][O:18][C:19](=[O:27])[C:20]1[CH:25]=[CH:24][CH:23]=[C:22]([NH2:26])[CH:21]=1.C1C=CC2N(O)N=NC=2C=1.CCN(C(C)C)C(C)C. Product: [CH3:17][O:18][C:19](=[O:27])[C:20]1[CH:25]=[CH:24][CH:23]=[C:22]([NH:26][C:8](=[O:10])[CH2:7][C:4]2[CH:3]=[CH:2][C:1]([C:11]3[CH:16]=[CH:15][CH:14]=[CH:13][CH:12]=3)=[CH:6][CH:5]=2)[CH:21]=1. The catalyst class is: 3. (2) Reactant: [CH:1]1([NH:7][C:8]2[C:9]3[CH:19]=[CH:18][N:17]([S:20]([C:23]4[CH:29]=[CH:28][C:26]([CH3:27])=[CH:25][CH:24]=4)(=[O:22])=[O:21])[C:10]=3[N:11]=[CH:12][C:13]=2[N+:14]([O-])=O)[CH2:6][CH2:5][CH2:4][CH2:3][CH2:2]1.O.O.[Sn](Cl)Cl. Product: [CH2:4]1[CH2:5][CH2:6][CH:1]([NH:7][C:8]2[C:13]([NH2:14])=[CH:12][N:11]=[C:10]3[N:17]([S:20]([C:23]4[CH:29]=[CH:28][C:26]([CH3:27])=[CH:25][CH:24]=4)(=[O:21])=[O:22])[CH:18]=[CH:19][C:9]=23)[CH2:2][CH2:3]1. The catalyst class is: 14. (3) Reactant: C[O-].[Na+].[C:4]([O:12][CH3:13])(=[O:11])[CH2:5][CH2:6][C:7]([O:9]C)=[O:8].[CH2:14]([N:21]1[C:25]([CH:26]=O)=[CH:24][N:23]=[C:22]1[CH2:28][CH3:29])[C:15]1[CH:20]=[CH:19][CH:18]=[CH:17][CH:16]=1. Product: [CH2:14]([N:21]1[C:25](/[CH:26]=[C:5](/[C:4]([O:12][CH3:13])=[O:11])\[CH2:6][C:7]([OH:9])=[O:8])=[CH:24][N:23]=[C:22]1[CH2:28][CH3:29])[C:15]1[CH:16]=[CH:17][CH:18]=[CH:19][CH:20]=1. The catalyst class is: 5.